From a dataset of Full USPTO retrosynthesis dataset with 1.9M reactions from patents (1976-2016). Predict the reactants needed to synthesize the given product. (1) Given the product [C:55]1([O:61][C:62](=[S:63])[O:16][CH:15]2[CH:14]([O:17][CH2:18][C:19]3[CH:20]=[CH:21][CH:22]=[CH:23][CH:24]=3)[C:13]([C:27]([C:40]3[CH:45]=[CH:44][CH:43]=[CH:42][CH:41]=3)([C:34]3[CH:35]=[CH:36][CH:37]=[CH:38][CH:39]=3)[O:28][SiH2:29][C:30]([CH3:31])([CH3:32])[CH3:33])([CH:25]=[CH2:26])[O:12][CH:11]2[N:6]2[CH:5]=[N:4][C:3]3[C:7]2=[N:8][CH:9]=[N:10][C:2]=3[NH2:1])[CH:60]=[CH:59][CH:58]=[CH:57][CH:56]=1, predict the reactants needed to synthesize it. The reactants are: [NH2:1][C:2]1[N:10]=[CH:9][N:8]=[C:7]2[C:3]=1[N:4]=[CH:5][N:6]2[CH:11]1[CH:15]([OH:16])[CH:14]([O:17][CH2:18][C:19]2[CH:24]=[CH:23][CH:22]=[CH:21][CH:20]=2)[C:13]([C:27]([C:40]2[CH:45]=[CH:44][CH:43]=[CH:42][CH:41]=2)([C:34]2[CH:39]=[CH:38][CH:37]=[CH:36][CH:35]=2)[O:28][SiH2:29][C:30]([CH3:33])([CH3:32])[CH3:31])([CH:25]=[CH2:26])[O:12]1.CN(C1C=CC=CN=1)C.[C:55]1([O:61][C:62](Cl)=[S:63])[CH:60]=[CH:59][CH:58]=[CH:57][CH:56]=1. (2) Given the product [S:1]1[C:5]2[CH:6]=[C:7]([CH2:10][NH2:20])[CH:8]=[CH:9][C:4]=2[N:3]=[CH:2]1, predict the reactants needed to synthesize it. The reactants are: [S:1]1[C:5]2[CH:6]=[C:7]([C:10](OC)=O)[CH:8]=[CH:9][C:4]=2[N:3]=[CH:2]1.Cl.S1C2C=C[N:20]=CC=2C=C1CN. (3) Given the product [I:1][C:2]1[CH:3]=[C:4]2[C:9](=[CH:10][CH:11]=1)[N:8]([CH3:12])[C:7](=[O:13])[N:6]([CH2:33][C:30]1[CH:31]=[CH:32][C:27]([C:26]([O:25][C:21]([CH3:22])([CH3:24])[CH3:23])=[O:35])=[CH:28][CH:29]=1)[C:5]2=[O:14], predict the reactants needed to synthesize it. The reactants are: [I:1][C:2]1[CH:3]=[C:4]2[C:9](=[CH:10][CH:11]=1)[N:8]([CH3:12])[C:7](=[O:13])[NH:6][C:5]2=[O:14].C(=O)([O-])[O-].[Cs+].[Cs+].[C:21]([O:25][C:26](=[O:35])[C:27]1[CH:32]=[CH:31][C:30]([CH2:33]Br)=[CH:29][CH:28]=1)([CH3:24])([CH3:23])[CH3:22].O.